This data is from Catalyst prediction with 721,799 reactions and 888 catalyst types from USPTO. The task is: Predict which catalyst facilitates the given reaction. (1) Reactant: Br[CH2:2][C:3]([C:5]1[CH:10]=[CH:9][C:8]([N+:11]([O-:13])=[O:12])=[CH:7][CH:6]=1)=O.[NH2:14][C:15]1[CH:20]=[CH:19][CH:18]=[CH:17][N:16]=1. Product: [N+:11]([C:8]1[CH:9]=[CH:10][C:5]([C:3]2[N:14]=[C:15]3[CH:20]=[CH:19][CH:18]=[CH:17][N:16]3[CH:2]=2)=[CH:6][CH:7]=1)([O-:13])=[O:12]. The catalyst class is: 10. (2) The catalyst class is: 533. Reactant: C[Sn](C)(C)[C:3]1[N:8]=[CH:7][C:6]([NH:9][C:10](=[O:16])[O:11][C:12]([CH3:15])([CH3:14])[CH3:13])=[CH:5][CH:4]=1.Br[C:20]1[CH:21]=[N:22][C:23]([Cl:30])=[C:24]([CH:29]=1)[C:25]([O:27][CH3:28])=[O:26].O1C=CC=C1P(C1OC=CC=1)C1OC=CC=1. Product: [C:12]([O:11][C:10]([NH:9][C:6]1[CH:5]=[CH:4][C:3]([C:20]2[CH:21]=[N:22][C:23]([Cl:30])=[C:24]([C:25]([O:27][CH3:28])=[O:26])[CH:29]=2)=[N:8][CH:7]=1)=[O:16])([CH3:15])([CH3:14])[CH3:13]. (3) Reactant: [OH:1][CH2:2][C:3]1[O:7][C:6]([C:8]([NH2:10])=[O:9])=[CH:5][CH:4]=1.C1COCC1. Product: [CH:2]([C:3]1[O:7][C:6]([C:8]([NH2:10])=[O:9])=[CH:5][CH:4]=1)=[O:1]. The catalyst class is: 2. (4) Reactant: [CH3:1][O:2][C:3]([C:5]1([NH:10][C:11]([CH:13]2[CH2:17][CH:16]([O:18][S:19]([C:22]3[CH:27]=[CH:26][C:25]([Br:28])=[CH:24][CH:23]=3)(=[O:21])=[O:20])[CH2:15][N:14]2[C:29](=[O:43])[CH:30]([NH:35][C:36]([O:38][C:39]([CH3:42])(C)[CH3:40])=[O:37])[C:31]([CH3:34])([CH3:33])[CH3:32])=[O:12])[CH2:7][CH:6]1[CH2:8][CH3:9])=[O:4].O=C1CCC(=O)N1OC(=O)OC1C[CH:58]2[CH:56]([CH2:57]2)C1. Product: [CH3:1][O:2][C:3]([C:5]1([NH:10][C:11]([CH:13]2[CH2:17][CH:16]([O:18][S:19]([C:22]3[CH:27]=[CH:26][C:25]([Br:28])=[CH:24][CH:23]=3)(=[O:21])=[O:20])[CH2:15][N:14]2[C:29](=[O:43])[CH:30]([NH:35][C:36]([O:38][CH:39]2[CH2:40][CH:58]3[CH:56]([CH2:57]3)[CH2:42]2)=[O:37])[C:31]([CH3:33])([CH3:32])[CH3:34])=[O:12])[CH2:7][CH:6]1[CH2:8][CH3:9])=[O:4]. The catalyst class is: 89. (5) Reactant: [CH3:1][O:2][C:3]1[CH:4]=[C:5]2[C:10](=[CH:11][C:12]=1[O:13][CH3:14])[N:9]=[CH:8][CH:7]=[C:6]2[O:15][C:16]1[CH:22]=[CH:21][C:19]([NH2:20])=[C:18]([CH3:23])[C:17]=1[CH3:24].C1(C)C=CC=CC=1.C(N(CC)CC)C.Cl[C:40](Cl)([O:42][C:43](=[O:49])OC(Cl)(Cl)Cl)Cl.[F:51][C:52]([F:63])([F:62])[C:53]1[CH:54]=[C:55]([CH:59]=[CH:60][CH:61]=1)[CH2:56]CO. Product: [CH3:1][O:2][C:3]1[CH:4]=[C:5]2[C:10](=[CH:11][C:12]=1[O:13][CH3:14])[N:9]=[CH:8][CH:7]=[C:6]2[O:15][C:16]1[CH:22]=[CH:21][C:19]([NH:20][C:43](=[O:49])[O:42][CH2:40][CH2:56][C:55]2[CH:59]=[CH:60][CH:61]=[C:53]([C:52]([F:51])([F:62])[F:63])[CH:54]=2)=[C:18]([CH3:23])[C:17]=1[CH3:24]. The catalyst class is: 2. (6) Reactant: C(N(CC)CC)C.[C:8](Cl)(=[O:10])[CH3:9].[CH2:12]([N:19]1[CH2:24][CH2:23][C:22]([CH2:37][NH2:38])([N:25]2[CH2:30][CH2:29][N:28]([C:31]3[CH:36]=[CH:35][N:34]=[CH:33][CH:32]=3)[CH2:27][CH2:26]2)[CH2:21][CH2:20]1)[C:13]1[CH:18]=[CH:17][CH:16]=[CH:15][CH:14]=1.O. Product: [CH2:12]([N:19]1[CH2:24][CH2:23][C:22]([CH2:37][NH:38][C:8](=[O:10])[CH3:9])([N:25]2[CH2:26][CH2:27][N:28]([C:31]3[CH:36]=[CH:35][N:34]=[CH:33][CH:32]=3)[CH2:29][CH2:30]2)[CH2:21][CH2:20]1)[C:13]1[CH:18]=[CH:17][CH:16]=[CH:15][CH:14]=1. The catalyst class is: 614.